From a dataset of Reaction yield outcomes from USPTO patents with 853,638 reactions. Predict the reaction yield, written as a fraction of the theoretical maximum amount of product (1.0 means a 100% yield; for example, 0.34 means a 34% yield). (1) The reactants are [NH:1]1[CH:5]=[N:4][C:3]([NH2:6])=[N:2]1.[O:7]1[C:11]2([CH2:16][CH2:15][C:14](=O)[CH2:13][CH2:12]2)[CH2:10][CH2:9][CH2:8]1.C([BH3-])#N.[Na+].O. The catalyst is C(O)(=O)C. The product is [O:7]1[C:11]2([CH2:16][CH2:15][CH:14]([NH:6][C:3]3[NH:4][CH:5]=[N:1][N:2]=3)[CH2:13][CH2:12]2)[CH2:10][CH2:9][CH2:8]1. The yield is 0.340. (2) The reactants are Cl[C:2]1[N:7]=[C:6]([O:8][CH3:9])[N:5]=[C:4]([NH:10][NH:11][C:12](=[O:32])[C@H:13]([CH2:26][CH:27]2[CH2:31][CH2:30][CH2:29][CH2:28]2)[CH2:14][N:15]([O:18][CH2:19][C:20]2[CH:25]=[CH:24][CH:23]=[CH:22][CH:21]=2)[CH:16]=[O:17])[C:3]=1[F:33].Cl.[NH2:35][C@@H:36]([CH2:42][CH3:43])[C:37]([N:39]([CH3:41])[CH3:40])=[O:38].C(N(C(C)C)CC)(C)C. The catalyst is CS(C)=O. The product is [CH:27]1([CH2:26][C@H:13]([CH2:14][N:15]([CH:16]=[O:17])[O:18][CH2:19][C:20]2[CH:25]=[CH:24][CH:23]=[CH:22][CH:21]=2)[C:12]([NH:11][NH:10][C:4]2[N:5]=[C:6]([O:8][CH3:9])[N:7]=[C:2]([NH:35][C@@H:36]([CH2:42][CH3:43])[C:37]([N:39]([CH3:41])[CH3:40])=[O:38])[C:3]=2[F:33])=[O:32])[CH2:31][CH2:30][CH2:29][CH2:28]1. The yield is 0.230. (3) The reactants are [N+](=[CH:3][C:4](=[O:11])[CH2:5][C:6]([O:8][CH2:9][CH3:10])=[O:7])=[N-].[N+:12]([C:15]1[CH:23]=[CH:22][CH:21]=[CH:20][C:16]=1[C:17]([NH2:19])=[O:18])([O-:14])=[O:13].O.C(OCC)(=O)C. The catalyst is C(Cl)Cl. The product is [CH2:9]([O:8][C:6](=[O:7])[CH:5]([NH:19][C:17](=[O:18])[C:16]1[CH:20]=[CH:21][CH:22]=[CH:23][C:15]=1[N+:12]([O-:14])=[O:13])[C:4](=[O:11])[CH3:3])[CH3:10]. The yield is 0.770. (4) The reactants are [CH3:1][O:2][C:3]1[C:4](=[O:25])[C:5]([C:21]([O:23]C)=[O:22])=[N:6][N:7]([C:9]2[C:19]([F:20])=[CH:18][C:12]3[O:13][C:14]([F:17])([F:16])[O:15][C:11]=3[CH:10]=2)[CH:8]=1.[OH-].[Na+].Cl. The catalyst is CO. The product is [CH3:1][O:2][C:3]1[C:4](=[O:25])[C:5]([C:21]([OH:23])=[O:22])=[N:6][N:7]([C:9]2[C:19]([F:20])=[CH:18][C:12]3[O:13][C:14]([F:16])([F:17])[O:15][C:11]=3[CH:10]=2)[CH:8]=1. The yield is 0.800. (5) The reactants are [N:1]1[CH:6]=[CH:5][CH:4]=[C:3]([CH2:7][C:8]#[N:9])[CH:2]=1.[CH3:10][N:11]([CH:13](OC)OC)[CH3:12]. No catalyst specified. The product is [CH3:10][N:11]([CH3:12])[CH:13]=[C:7]([C:3]1[CH:2]=[N:1][CH:6]=[CH:5][CH:4]=1)[C:8]#[N:9]. The yield is 0.670. (6) The reactants are C(OC(=O)C(CS(N1CCN(C2C=CC(Br)=CC=2)CC1)(=O)=O)C(C)C)(C)(C)C.[F:29][C:30]1[CH:35]=[CH:34][C:33]([C:36]2[CH:37]=[CH:38][C:39]([O:42][CH:43]3[CH2:48][CH2:47][NH:46][CH2:45][CH2:44]3)=[N:40][CH:41]=2)=[CH:32][CH:31]=1.[CH2:49]([C@@H:56]1[CH2:60][O:59][C:58](=[O:61])[N:57]1[C:62](=[O:72])[C@H:63]([CH2:67][S:68](Cl)(=[O:70])=[O:69])[CH:64]([CH3:66])[CH3:65])[C:50]1[CH:55]=[CH:54][CH:53]=[CH:52][CH:51]=1. No catalyst specified. The product is [CH2:49]([C@@H:56]1[CH2:60][O:59][C:58](=[O:61])[N:57]1[C:62](=[O:72])[C@H:63]([CH2:67][S:68]([N:46]1[CH2:47][CH2:48][CH:43]([O:42][C:39]2[CH:38]=[CH:37][C:36]([C:33]3[CH:32]=[CH:31][C:30]([F:29])=[CH:35][CH:34]=3)=[CH:41][N:40]=2)[CH2:44][CH2:45]1)(=[O:70])=[O:69])[CH:64]([CH3:66])[CH3:65])[C:50]1[CH:55]=[CH:54][CH:53]=[CH:52][CH:51]=1. The yield is 0.580. (7) The reactants are [C:1]([O:5][C:6](=[O:12])[C@@H:7]1[CH2:11][CH2:10][CH2:9][NH:8]1)([CH3:4])([CH3:3])[CH3:2].[CH3:13][N:14]([CH2:57][CH:58]=O)[C:15](=[O:56])[C:16]1[CH:55]=[CH:54][CH:53]=[C:18]([C:19]([NH:21][C:22]2[CH:27]=[CH:26][C:25]([N:28]3[CH2:33][CH2:32][CH2:31][CH2:30][CH2:29]3)=[CH:24][C:23]=2[C:34]2[CH:39]=[C:38]([C:40](=[O:52])[NH:41][C@@H:42]3[C:51]4[C:46](=[CH:47][CH:48]=[CH:49][CH:50]=4)[CH2:45][CH2:44][CH2:43]3)[CH:37]=[CH:36][N:35]=2)=[O:20])[CH:17]=1.CC(O)=O.C([BH3-])#N.[Na+]. The catalyst is C(O)C. The product is [CH3:13][N:14]([CH2:57][CH2:58][N:8]1[CH2:9][CH2:10][CH2:11][C@H:7]1[C:6]([O:5][C:1]([CH3:4])([CH3:2])[CH3:3])=[O:12])[C:15](=[O:56])[C:16]1[CH:55]=[CH:54][CH:53]=[C:18]([C:19](=[O:20])[NH:21][C:22]2[CH:27]=[CH:26][C:25]([N:28]3[CH2:33][CH2:32][CH2:31][CH2:30][CH2:29]3)=[CH:24][C:23]=2[C:34]2[CH:39]=[C:38]([C:40](=[O:52])[NH:41][C@@H:42]3[C:51]4[C:46](=[CH:47][CH:48]=[CH:49][CH:50]=4)[CH2:45][CH2:44][CH2:43]3)[CH:37]=[CH:36][N:35]=2)[CH:17]=1. The yield is 0.370.